The task is: Predict the reactants needed to synthesize the given product.. This data is from Full USPTO retrosynthesis dataset with 1.9M reactions from patents (1976-2016). (1) Given the product [CH:1]1([C:4]2[NH:5][C:6]3[C:12]([Br:14])=[C:11]([NH2:13])[CH:10]=[CH:9][C:7]=3[N:8]=2)[CH2:3][CH2:2]1, predict the reactants needed to synthesize it. The reactants are: [CH:1]1([C:4]2[NH:5][C:6]3[CH:12]=[C:11]([NH2:13])[CH:10]=[CH:9][C:7]=3[N:8]=2)[CH2:3][CH2:2]1.[Br:14]Br. (2) Given the product [CH:1]([CH:4]1[CH2:9][CH2:8][CH:7]([CH3:10])[CH2:6][CH:5]1[O:11][C:12](/[CH:14]=[CH:15]/[C:16]([OH:18])=[O:17])=[O:13])([CH3:2])[CH3:3], predict the reactants needed to synthesize it. The reactants are: [CH:1]([CH:4]1[CH2:9][CH2:8][CH:7]([CH3:10])[CH2:6][CH:5]1[O:11][C:12](/[CH:14]=[CH:15]\[C:16]([OH:18])=[O:17])=[O:13])([CH3:3])[CH3:2].C(Cl)(=O)/C=C/C(Cl)=O.